From a dataset of Forward reaction prediction with 1.9M reactions from USPTO patents (1976-2016). Predict the product of the given reaction. (1) Given the reactants [CH2:1]([C:8]1[CH:9]=[N:10][C:11]2[C:16]([C:17]=1Br)=[CH:15][CH:14]=[CH:13][C:12]=2[C:19]([F:22])([F:21])[F:20])[C:2]1[CH:7]=[CH:6][CH:5]=[CH:4][CH:3]=1.[NH:23]1[C:31]2[C:26](=[C:27](B(O)O)[CH:28]=[CH:29][CH:30]=2)[CH:25]=[CH:24]1.C(=O)([O-])[O-].[Na+].[Na+].C1(C)C=CC=CC=1, predict the reaction product. The product is: [CH2:1]([C:8]1[CH:9]=[N:10][C:11]2[C:16]([C:17]=1[C:27]1[CH:28]=[CH:29][CH:30]=[C:31]3[C:26]=1[CH:25]=[CH:24][NH:23]3)=[CH:15][CH:14]=[CH:13][C:12]=2[C:19]([F:22])([F:21])[F:20])[C:2]1[CH:7]=[CH:6][CH:5]=[CH:4][CH:3]=1. (2) Given the reactants [C:1]([O:5][C:6]([NH:8][C:9]1[CH:10]=[C:11]2[C:16](=[CH:17][CH:18]=1)[CH:15]=[C:14]([C:19]([O:21][CH3:22])=[O:20])[CH:13]=[CH:12]2)=[O:7])([CH3:4])([CH3:3])[CH3:2].C1C(=O)N([Br:30])C(=O)C1, predict the reaction product. The product is: [C:1]([O:5][C:6]([NH:8][C:9]1[CH:18]=[CH:17][C:16]2[C:11](=[CH:12][CH:13]=[C:14]([C:19]([O:21][CH3:22])=[O:20])[CH:15]=2)[C:10]=1[Br:30])=[O:7])([CH3:4])([CH3:3])[CH3:2]. (3) Given the reactants [Br:1][C:2]1[CH:3]=[N:4][C:5]2[N:6]([N:8]=[C:9]([C:11]([OH:13])=O)[CH:10]=2)[CH:7]=1.[NH:14]1[C:18]([C:19]2[CH2:20][CH2:21][NH:22][CH2:23][CH:24]=2)=[N:17][N:16]=[N:15]1, predict the reaction product. The product is: [Br:1][C:2]1[CH:3]=[N:4][C:5]2[N:6]([N:8]=[C:9]([C:11]([N:22]3[CH2:23][CH:24]=[C:19]([C:18]4[NH:17][N:16]=[N:15][N:14]=4)[CH2:20][CH2:21]3)=[O:13])[CH:10]=2)[CH:7]=1. (4) Given the reactants [CH3:1][O:2][C:3]1[CH:8]=[CH:7][C:6]([CH2:9][C:10]([N:12]([CH2:19][C:20]2[CH:25]=[CH:24][C:23]([Cl:26])=[CH:22][CH:21]=2)[CH:13]2[CH2:18][CH2:17][NH:16][CH2:15][CH2:14]2)=[O:11])=[CH:5][CH:4]=1.[CH:27]1(Br)[CH2:31][CH2:30][CH2:29][CH2:28]1, predict the reaction product. The product is: [CH3:1][O:2][C:3]1[CH:4]=[CH:5][C:6]([CH2:9][C:10]([N:12]([CH2:19][C:20]2[CH:21]=[CH:22][C:23]([Cl:26])=[CH:24][CH:25]=2)[CH:13]2[CH2:18][CH2:17][N:16]([CH:27]3[CH2:31][CH2:30][CH2:29][CH2:28]3)[CH2:15][CH2:14]2)=[O:11])=[CH:7][CH:8]=1. (5) Given the reactants O=P(Cl)(Cl)Cl.[NH2:6][N:7]1[C:16](=[O:17])[C:15]2[C:10](=[CH:11][CH:12]=[CH:13][CH:14]=2)[N:9]=[C:8]1[CH3:18].[C:19]([O-:22])(O)=O.[Na+].Cl.[CH3:25]N(C=O)C, predict the reaction product. The product is: [O:17]=[C:16]1[C:15]2[CH:14]=[CH:13][CH:12]=[CH:11][C:10]=2[NH:9][C:8]2=[C:18]([CH:19]=[O:22])[CH:25]=[N:6][N:7]12. (6) Given the reactants [CH3:1][C:2]1([CH3:24])[O:7][CH2:6][CH:5]([NH:8][C:9]2[C:14]([NH:15][CH2:16][C:17](OCC)=[O:18])=[CH:13][CH:12]=[C:11]([O:22][CH3:23])[N:10]=2)[CH2:4][O:3]1.[H-].[Na+].[Cl-].[NH4+], predict the reaction product. The product is: [CH3:1][C:2]1([CH3:24])[O:7][CH2:6][CH:5]([N:8]2[C:17](=[O:18])[CH2:16][NH:15][C:14]3[CH:13]=[CH:12][C:11]([O:22][CH3:23])=[N:10][C:9]2=3)[CH2:4][O:3]1.